Predict which catalyst facilitates the given reaction. From a dataset of Catalyst prediction with 721,799 reactions and 888 catalyst types from USPTO. (1) Reactant: [C:1]([O:5][C:6](=[O:28])[CH2:7][C@H:8]([C:18]1[O:22][N:21]=[C:20]([C:23](OCC)=[O:24])[N:19]=1)[CH2:9][CH2:10][CH2:11][CH:12]1[CH2:17][CH2:16][CH2:15][CH2:14][CH2:13]1)([CH3:4])([CH3:3])[CH3:2].[BH4-].[Na+].C(O)(=O)CC(CC(O)=O)(C(O)=O)O. Product: [CH:12]1([CH2:11][CH2:10][CH2:9][C@@H:8]([C:18]2[O:22][N:21]=[C:20]([CH2:23][OH:24])[N:19]=2)[CH2:7][C:6]([O:5][C:1]([CH3:4])([CH3:3])[CH3:2])=[O:28])[CH2:13][CH2:14][CH2:15][CH2:16][CH2:17]1. The catalyst class is: 8. (2) Reactant: [CH3:1][O:2][C:3]1[CH:4]=[C:5]([S:11]([N:14]2[CH2:19][CH2:18][N:17]([C:20]([O:22][C:23]([CH3:26])([CH3:25])[CH3:24])=[O:21])[CH2:16][CH:15]2[C:27]([OH:29])=O)(=[O:13])=[O:12])[CH:6]=[CH:7][C:8]=1[O:9][CH3:10].[C:30]1([CH:36]([C:43]2[CH:48]=[CH:47][CH:46]=[CH:45][CH:44]=2)[N:37]2[CH2:42][CH2:41][NH:40][CH2:39][CH2:38]2)[CH:35]=[CH:34][CH:33]=[CH:32][CH:31]=1.C([N:52](CC)C(C)C)(C)C.C1CN([P+](ON2N=NC3C=CC=CC2=3)(N2CCCC2)N2CCCC2)CC1.F[P-](F)(F)(F)(F)F. Product: [CH:36]([N:37]1[CH2:38][CH2:39][N:40]([NH:52][C:27]([CH:15]2[CH2:16][N:17]([C:20]([O:22][C:23]([CH3:25])([CH3:26])[CH3:24])=[O:21])[CH2:18][CH2:19][N:14]2[S:11]([C:5]2[CH:6]=[CH:7][C:8]([O:9][CH3:10])=[C:3]([O:2][CH3:1])[CH:4]=2)(=[O:13])=[O:12])=[O:29])[CH2:41][CH2:42]1)([C:30]1[CH:31]=[CH:32][CH:33]=[CH:34][CH:35]=1)[C:43]1[CH:48]=[CH:47][CH:46]=[CH:45][CH:44]=1. The catalyst class is: 2. (3) Reactant: F[C:2]1[CH:7]=[CH:6][CH:5]=[C:4]([F:8])[N:3]=1.[CH3:9][O:10][C:11]1[CH:18]=[CH:17][C:14]([CH2:15][NH2:16])=[CH:13][CH:12]=1.C(N(CC)C(C)C)(C)C.O. Product: [F:8][C:4]1[N:3]=[C:2]([NH:16][CH2:15][C:14]2[CH:17]=[CH:18][C:11]([O:10][CH3:9])=[CH:12][CH:13]=2)[CH:7]=[CH:6][CH:5]=1. The catalyst class is: 60. (4) Reactant: [N:1]([C@@H:4]([CH:20]([C:25]1[CH:30]=[CH:29][C:28]([F:31])=[CH:27][CH:26]=1)[C:21]([F:24])([F:23])[F:22])[C:5](N1[C@@H](CC2C=CC=CC=2)COC1=O)=[O:6])=[N+:2]=[N-:3].O.[Li+].[BH4-]. Product: [N:1]([C@@H:4]([CH:20]([C:25]1[CH:26]=[CH:27][C:28]([F:31])=[CH:29][CH:30]=1)[C:21]([F:23])([F:24])[F:22])[CH2:5][OH:6])=[N+:2]=[N-:3]. The catalyst class is: 1. (5) Reactant: [C:1]1([S:7]([CH2:10][C:11]2[C:16]([C:17]([O:19][CH3:20])=[O:18])=[C:15]([O:21][CH3:22])[C:14](Br)=[CH:13][CH:12]=2)(=[O:9])=[O:8])[CH:6]=[CH:5][CH:4]=[CH:3][CH:2]=1.[CH2:24]([O:26]C([Sn](CCCC)(CCCC)CCCC)=C)[CH3:25].[Cl-].[Li+]. Product: [C:24]([C:14]1[C:15]([O:21][CH3:22])=[C:16]([C:11]([CH2:10][S:7]([C:1]2[CH:6]=[CH:5][CH:4]=[CH:3][CH:2]=2)(=[O:9])=[O:8])=[CH:12][CH:13]=1)[C:17]([O:19][CH3:20])=[O:18])(=[O:26])[CH3:25]. The catalyst class is: 755. (6) Reactant: [OH:1][CH:2]1[CH2:7][CH2:6][C:5]([CH3:12])([C:8]([O:10][CH3:11])=[O:9])[CH2:4][CH2:3]1.[N+:13]([C:16]1[CH:24]=[CH:23][C:19]([C:20](O)=[O:21])=[CH:18][CH:17]=1)([O-:15])=[O:14].C1C=CC(P(C2C=CC=CC=2)C2C=CC=CC=2)=CC=1.CC(OC(/N=N/C(OC(C)C)=O)=O)C. Product: [N+:13]([C:16]1[CH:17]=[CH:18][C:19]([C:20]([O:1][CH:2]2[CH2:3][CH2:4][C:5]([C:8]([O:10][CH3:11])=[O:9])([CH3:12])[CH2:6][CH2:7]2)=[O:21])=[CH:23][CH:24]=1)([O-:15])=[O:14]. The catalyst class is: 1. (7) Reactant: [Na].[CH3:2][O:3][C:4]([C@@H:6]1[CH2:10][C:9](F)([F:11])[CH2:8][N:7]1S(C1C=CC(C)=CC=1)(=O)=O)=[O:5]. Product: [CH3:2][O:3][C:4]([C:6]1[NH:7][CH:8]=[C:9]([F:11])[CH:10]=1)=[O:5]. The catalyst class is: 5. (8) Reactant: [ClH:1].C(OC([N:9]1[CH2:38][CH2:37][C:12]2([C:16](=[O:17])[N:15]([C:18]3[CH:23]=[CH:22][C:21]([CH:24]4[CH2:29][CH2:28][CH:27]([N:30]5[CH2:34][CH2:33][CH2:32][C@H:31]5[CH3:35])[CH2:26][CH2:25]4)=[CH:20][C:19]=3[F:36])[CH2:14][CH2:13]2)[CH2:11][CH2:10]1)=O)(C)(C)C. Product: [ClH:1].[F:36][C:19]1[CH:20]=[C:21]([CH:24]2[CH2:29][CH2:28][CH:27]([N:30]3[CH2:34][CH2:33][CH2:32][C@H:31]3[CH3:35])[CH2:26][CH2:25]2)[CH:22]=[CH:23][C:18]=1[N:15]1[CH2:14][CH2:13][C:12]2([CH2:11][CH2:10][NH:9][CH2:38][CH2:37]2)[C:16]1=[O:17]. The catalyst class is: 12.